This data is from Full USPTO retrosynthesis dataset with 1.9M reactions from patents (1976-2016). The task is: Predict the reactants needed to synthesize the given product. Given the product [Cl:1][C:2]1[N:10]=[C:9]2[C:5]([N:6]=[CH:7][N:8]2[C@@H:11]2[CH2:15][C@H:14]([N:16]3[CH:20]=[C:19]([CH2:21][OH:22])[CH:18]=[N:17]3)[CH:13]=[CH:12]2)=[C:4]([NH:32][CH2:31][CH:30]([C:24]2[CH:29]=[CH:28][CH:27]=[CH:26][CH:25]=2)[C:33]2[CH:38]=[CH:37][CH:36]=[CH:35][CH:34]=2)[N:3]=1, predict the reactants needed to synthesize it. The reactants are: [Cl:1][C:2]1[N:10]=[C:9]2[C:5]([N:6]=[CH:7][N:8]2[C@@H:11]2[CH2:15][C@H:14]([N:16]3[CH:20]=[C:19]([CH2:21][OH:22])[CH:18]=[N:17]3)[CH:13]=[CH:12]2)=[C:4](Cl)[N:3]=1.[C:24]1([CH:30]([C:33]2[CH:38]=[CH:37][CH:36]=[CH:35][CH:34]=2)[CH2:31][NH2:32])[CH:29]=[CH:28][CH:27]=[CH:26][CH:25]=1.CCN(C(C)C)C(C)C.